Dataset: Reaction yield outcomes from USPTO patents with 853,638 reactions. Task: Predict the reaction yield, written as a fraction of the theoretical maximum amount of product (1.0 means a 100% yield; for example, 0.34 means a 34% yield). (1) The reactants are [Li+].[OH-].[Cl:3][C:4]1[CH:37]=[CH:36][CH:35]=[C:34]([Cl:38])[C:5]=1[C:6]([NH:8][C@H:9]([C:30]([O:32]C)=[O:31])[CH2:10][C:11]1[CH:16]=[CH:15][C:14]([O:17][CH2:18][CH2:19][C:20]2[CH:29]=[CH:28][C:27]3[CH2:26][CH2:25][CH2:24][NH:23][C:22]=3[N:21]=2)=[CH:13][N:12]=1)=[O:7]. The catalyst is CC(N(C)C)=O. The product is [Cl:3][C:4]1[CH:37]=[CH:36][CH:35]=[C:34]([Cl:38])[C:5]=1[C:6]([NH:8][C@H:9]([C:30]([OH:32])=[O:31])[CH2:10][C:11]1[CH:16]=[CH:15][C:14]([O:17][CH2:18][CH2:19][C:20]2[CH:29]=[CH:28][C:27]3[CH2:26][CH2:25][CH2:24][NH:23][C:22]=3[N:21]=2)=[CH:13][N:12]=1)=[O:7]. The yield is 0.390. (2) The reactants are [CH2:1]([O:3][CH2:4][C:5]([O:7][CH2:8]SC1C=CC=CC=1)=[O:6])[CH3:2].S(Cl)([Cl:19])(=O)=O.C1CCCCC=1. The catalyst is C(Cl)Cl. The product is [CH2:1]([O:3][CH2:4][C:5]([O:7][CH2:8][Cl:19])=[O:6])[CH3:2]. The yield is 0.970. (3) The reactants are [Br:1][C:2]1[CH:7]=[CH:6][C:5]([C:8](=[O:10])[CH3:9])=[C:4]([OH:11])[CH:3]=1.[H-].[Na+].Br[CH2:15][C:16]([O:18][CH3:19])=[O:17]. The catalyst is CN(C=O)C.C(OCC)(=O)C. The product is [C:8]([C:5]1[CH:6]=[CH:7][C:2]([Br:1])=[CH:3][C:4]=1[O:11][CH2:15][C:16]([O:18][CH3:19])=[O:17])(=[O:10])[CH3:9]. The yield is 0.820. (4) The reactants are [CH3:1][O:2][C:3]1[CH:11]=[CH:10][C:6]([C:7](Cl)=[O:8])=[CH:5][CH:4]=1.[N+:12]([C:15]1[CH:20]=[CH:19][C:18]([C:21]2[NH:22][CH:23]=[CH:24][CH:25]=2)=[CH:17][C:16]=1[NH2:26])([O-:14])=[O:13].C([O-])(O)=O.[Na+]. The catalyst is CN(C)C1C=CN=CC=1.C(Cl)Cl.CCOC(C)=O. The product is [CH3:1][O:2][C:3]1[CH:11]=[CH:10][C:6]([C:7]([NH:26][C:16]2[CH:17]=[C:18]([C:21]3[NH:22][CH:23]=[CH:24][CH:25]=3)[CH:19]=[CH:20][C:15]=2[N+:12]([O-:14])=[O:13])=[O:8])=[CH:5][CH:4]=1. The yield is 1.00. (5) The catalyst is CN(C=O)C. The reactants are [OH:1][C:2]1[CH:24]=[CH:23][C:5]([O:6][C:7]2[S:8][C:9]([C:20]([NH2:22])=[O:21])=[C:10]3[C:18]=2[C:17]2[N:16]([CH3:19])[N:15]=[CH:14][C:13]=2[CH2:12][CH2:11]3)=[CH:4][CH:3]=1.[H-].[Na+].[Cl:27][C:28]1[CH:35]=[CH:34][C:31]([CH2:32]Cl)=[CH:30][CH:29]=1.C(O)(=O)CC(CC(O)=O)(C(O)=O)O. The product is [Cl:27][C:28]1[CH:35]=[CH:34][C:31]([CH2:32][O:1][C:2]2[CH:3]=[CH:4][C:5]([O:6][C:7]3[S:8][C:9]([C:20]([NH2:22])=[O:21])=[C:10]4[C:18]=3[C:17]3[N:16]([CH3:19])[N:15]=[CH:14][C:13]=3[CH2:12][CH2:11]4)=[CH:23][CH:24]=2)=[CH:30][CH:29]=1. The yield is 0.270. (6) The reactants are [C:1]([C:3]1[CH:4]=[N:5][CH:6]=[C:7]([CH:20]=1)[C:8]([N:10]=[S@@:11]([CH3:19])(=[O:18])[C:12]1[CH:17]=[CH:16][CH:15]=[CH:14][CH:13]=1)=[O:9])#[CH:2].I[C:22]1[NH:23][CH:24]=[CH:25][N:26]=1. No catalyst specified. The product is [NH:23]1[CH:24]=[CH:25][N:26]=[C:22]1[C:2]#[C:1][C:3]1[CH:4]=[N:5][CH:6]=[C:7]([CH:20]=1)[C:8]([N:10]=[S@@:11]([CH3:19])(=[O:18])[C:12]1[CH:13]=[CH:14][CH:15]=[CH:16][CH:17]=1)=[O:9]. The yield is 0.290. (7) The reactants are [CH3:1][NH:2][C:3]([N:5]1[C:13]2[C:8](=[CH:9][C:10]([O:14][C:15]3[CH:20]=[CH:19][N:18]=[C:17]([NH:21][C:22]([N:24]4[CH2:29][CH2:28][CH:27]([CH2:30][CH2:31][CH2:32][C:33]([O:35]CC)=[O:34])[CH2:26][CH2:25]4)=[O:23])[CH:16]=3)=[CH:11][CH:12]=2)[CH:7]=[CH:6]1)=[O:4].[OH-].[Li+].Cl. The catalyst is O1CCCC1.CO. The product is [CH3:1][NH:2][C:3]([N:5]1[C:13]2[C:8](=[CH:9][C:10]([O:14][C:15]3[CH:20]=[CH:19][N:18]=[C:17]([NH:21][C:22]([N:24]4[CH2:29][CH2:28][CH:27]([CH2:30][CH2:31][CH2:32][C:33]([OH:35])=[O:34])[CH2:26][CH2:25]4)=[O:23])[CH:16]=3)=[CH:11][CH:12]=2)[CH:7]=[CH:6]1)=[O:4]. The yield is 0.660.